Dataset: Reaction yield outcomes from USPTO patents with 853,638 reactions. Task: Predict the reaction yield, written as a fraction of the theoretical maximum amount of product (1.0 means a 100% yield; for example, 0.34 means a 34% yield). The reactants are [O:1]1[CH2:6][CH2:5][CH2:4][CH2:3][CH:2]1[O:7][CH2:8][CH2:9][OH:10].[H-].[Na+].F[C:14]1[CH:19]=[C:18]([C:20]2[CH:21]=[C:22]([CH:24]=[CH:25][C:26]=2[CH3:27])[NH2:23])[CH:17]=[C:16]([N:28]2[CH2:33][CH2:32][O:31][CH2:30][C@H:29]2[CH3:34])[N:15]=1. The catalyst is O1CCOCC1.CCOC(C)=O.CCCCCCC. The product is [CH3:27][C:26]1[CH:25]=[CH:24][C:22]([NH2:23])=[CH:21][C:20]=1[C:18]1[CH:19]=[C:14]([O:10][CH2:9][CH2:8][O:7][CH:2]2[CH2:3][CH2:4][CH2:5][CH2:6][O:1]2)[N:15]=[C:16]([N:28]2[CH2:33][CH2:32][O:31][CH2:30][C@H:29]2[CH3:34])[CH:17]=1. The yield is 0.950.